This data is from Forward reaction prediction with 1.9M reactions from USPTO patents (1976-2016). The task is: Predict the product of the given reaction. (1) Given the reactants CO[C:3]([C:5]1[C:14]([OH:15])=[C:13]2[C:8]([CH:9]=[CH:10][CH:11]=[N:12]2)=[C:7]([Br:16])[N:6]=1)=[O:4].[CH3:17][S:18][C:19]1[CH:26]=[CH:25][CH:24]=[CH:23][C:20]=1[CH2:21][NH2:22], predict the reaction product. The product is: [CH3:17][S:18][C:19]1[CH:26]=[CH:25][CH:24]=[CH:23][C:20]=1[CH2:21][NH:22][C:3]([C:5]1[C:14]([OH:15])=[C:13]2[C:8]([CH:9]=[CH:10][CH:11]=[N:12]2)=[C:7]([Br:16])[N:6]=1)=[O:4]. (2) Given the reactants I[C:2]1[C:3]([C:9]2[N:10]([CH:15]([CH3:17])[CH3:16])[C:11]([CH3:14])=[N:12][CH:13]=2)=[N:4][C:5]([NH2:8])=[N:6][CH:7]=1.[C:18]([Cu])#[N:19].[OH-].[Na+], predict the reaction product. The product is: [NH2:8][C:5]1[N:4]=[C:3]([C:9]2[N:10]([CH:15]([CH3:17])[CH3:16])[C:11]([CH3:14])=[N:12][CH:13]=2)[C:2]([C:18]#[N:19])=[CH:7][N:6]=1. (3) The product is: [CH2:32]([N:34]([CH3:35])[CH2:2][CH2:3][N:4]1[C:28](=[O:29])[N:7]2[CH:8]([C:21]3[CH:26]=[CH:25][CH:24]=[C:23]([OH:27])[CH:22]=3)[C:9]3[NH:10][C:11]4[C:16]([C:17]=3[CH2:18][C:6]2([CH3:30])[C:5]1=[O:31])=[CH:15][C:14]([O:19][CH3:20])=[CH:13][CH:12]=4)[CH3:33]. Given the reactants Br[CH2:2][CH2:3][N:4]1[C:28](=[O:29])[N:7]2[CH:8]([C:21]3[CH:26]=[CH:25][CH:24]=[C:23]([OH:27])[CH:22]=3)[C:9]3[NH:10][C:11]4[C:16]([C:17]=3[CH2:18][C:6]2([CH3:30])[C:5]1=[O:31])=[CH:15][C:14]([O:19][CH3:20])=[CH:13][CH:12]=4.[CH2:32]([NH:34][CH3:35])[CH3:33], predict the reaction product. (4) Given the reactants [C:1]([O:5][C:6]([NH:8][CH:9]1[CH:14](OS(C)(=O)=O)[CH2:13][CH2:12][CH:11]([C:20]([O:22][CH2:23][CH3:24])=[O:21])[CH2:10]1)=[O:7])([CH3:4])([CH3:3])[CH3:2].[N-:25]=[N+:26]=[N-:27].[Na+], predict the reaction product. The product is: [N:25]([CH:14]1[CH2:13][CH2:12][CH:11]([C:20]([O:22][CH2:23][CH3:24])=[O:21])[CH2:10][CH:9]1[NH:8][C:6]([O:5][C:1]([CH3:4])([CH3:3])[CH3:2])=[O:7])=[N+:26]=[N-:27].